From a dataset of Full USPTO retrosynthesis dataset with 1.9M reactions from patents (1976-2016). Predict the reactants needed to synthesize the given product. (1) The reactants are: [OH:1][C:2]([CH3:15])([CH3:14])[CH2:3][NH:4][C:5]([C:7]1[S:8][CH:9]=[C:10]([CH2:12][OH:13])[N:11]=1)=[O:6].Br[C:17]1[C:26]2[C:21](=[CH:22][CH:23]=[CH:24][CH:25]=2)[C:20]([S:27]([NH:30][C:31]([CH3:34])([CH3:33])[CH3:32])(=[O:29])=[O:28])=[CH:19][CH:18]=1.C([O-])([O-])=O.[K+].[K+].C1(P(C2CCCCC2)C2CCCCC2)CCCCC1.[H+].[B-](F)(F)(F)F.C(O)(C(C)(C)C)=O. Given the product [C:31]([NH:30][S:27]([C:20]1[C:21]2[C:26](=[CH:25][CH:24]=[CH:23][CH:22]=2)[C:17]([C:9]2[S:8][C:7]([C:5]([NH:4][CH2:3][C:2]([OH:1])([CH3:15])[CH3:14])=[O:6])=[N:11][C:10]=2[CH2:12][OH:13])=[CH:18][CH:19]=1)(=[O:29])=[O:28])([CH3:34])([CH3:32])[CH3:33], predict the reactants needed to synthesize it. (2) Given the product [Br:6][C:7]1[CH:8]=[C:9](/[C:13](/[C:15]2[CH:19]=[C:18]([CH:20]3[O:24][CH2:23][CH2:22][O:21]3)[S:17][CH:16]=2)=[N:31]\[S:29]([C:26]([CH3:28])([CH3:27])[CH3:25])=[O:30])[CH:10]=[CH:11][CH:12]=1, predict the reactants needed to synthesize it. The reactants are: C1COCC1.[Br:6][C:7]1[CH:8]=[C:9]([C:13]([C:15]2[CH:19]=[C:18]([CH:20]3[O:24][CH2:23][CH2:22][O:21]3)[S:17][CH:16]=2)=O)[CH:10]=[CH:11][CH:12]=1.[CH3:25][C:26]([S@:29]([NH2:31])=[O:30])([CH3:28])[CH3:27]. (3) Given the product [CH2:31]([O:34][C:35]([N:37]1[CH2:38][CH:39]=[C:40]([C:2]2[C:3]([C:24]3[CH:29]=[CH:28][N:27]=[C:26]([F:30])[CH:25]=3)=[C:4]([C:17]3[CH:18]=[CH:19][C:20]([F:23])=[CH:21][CH:22]=3)[NH:5][CH:6]=2)[CH2:41][CH2:42]1)=[O:36])[CH:32]=[CH2:33], predict the reactants needed to synthesize it. The reactants are: Br[C:2]1[C:3]([C:24]2[CH:29]=[CH:28][N:27]=[C:26]([F:30])[CH:25]=2)=[C:4]([C:17]2[CH:22]=[CH:21][C:20]([F:23])=[CH:19][CH:18]=2)[N:5]([Si](C(C)C)(C(C)C)C(C)C)[CH:6]=1.[CH2:31]([O:34][C:35]([N:37]1[CH2:42][CH2:41][C:40](=O)[CH2:39][CH2:38]1)=[O:36])[CH:32]=[CH2:33]. (4) Given the product [CH2:1]([O:3][C:4](=[O:16])[C:5]1[CH:13]=[C:12]([CH2:14][OH:15])[CH:11]=[C:7]([C:8]([N:18]([CH3:17])[CH2:19][CH2:20][CH3:21])=[O:10])[CH:6]=1)[CH3:2], predict the reactants needed to synthesize it. The reactants are: [CH2:1]([O:3][C:4](=[O:16])[C:5]1[CH:13]=[C:12]([CH2:14][OH:15])[CH:11]=[C:7]([C:8]([OH:10])=O)[CH:6]=1)[CH3:2].[CH3:17][NH:18][CH2:19][CH2:20][CH3:21].ON1C2C=CC=CC=2N=N1.Cl.CN(C)CCCN=C=NCC. (5) Given the product [NH2:51][C:48]1[N:49]=[CH:50][C:45]([C:2]2[N:3]=[C:4]([N:12]3[CH2:17][CH2:16][O:15][CH2:14][CH2:13]3)[C:5]3[CH:10]=[C:9]([C:26]4[CH:27]=[C:22]([NH:21][C:18](=[O:20])[CH3:19])[CH:23]=[CH:24][CH:25]=4)[O:32][C:6]=3[N:7]=2)=[CH:46][N:47]=1, predict the reactants needed to synthesize it. The reactants are: Cl[C:2]1[N:3]=[C:4]([N:12]2[CH2:17][CH2:16][O:15][CH2:14][CH2:13]2)[C:5]2[CH:10]=[C:9](I)S[C:6]=2[N:7]=1.[C:18]([NH:21][C:22]1[CH:23]=[C:24](B(O)O)[CH:25]=[CH:26][CH:27]=1)(=[O:20])[CH3:19].C([O-])([O-])=[O:32].[Na+].[Na+].CC1(C)C(C)(C)OB([C:45]2[CH:46]=[N:47][C:48]([NH2:51])=[N:49][CH:50]=2)O1.